From a dataset of Forward reaction prediction with 1.9M reactions from USPTO patents (1976-2016). Predict the product of the given reaction. (1) Given the reactants [Br:1][C:2]1[CH:3]=[C:4]([CH:10]=[C:11]([Cl:13])[CH:12]=1)[O:5][CH2:6][CH:7]1[CH2:9][O:8]1.[CH3:14][NH2:15], predict the reaction product. The product is: [Br:1][C:2]1[CH:3]=[C:4]([CH:10]=[C:11]([Cl:13])[CH:12]=1)[O:5][CH2:6][CH:7]([OH:8])[CH2:9][NH:15][CH3:14]. (2) Given the reactants [N+:1]([C:4]1[CH:9]=[CH:8][C:7]([N+:10]([O-])=O)=[CH:6][C:5]=1[O:13][C:14]([F:39])([F:38])[CH:15]([F:37])[O:16][C:17]([F:36])([F:35])[C:18]([F:34])([O:23][C:24]([F:33])([F:32])[C:25]([F:31])([F:30])[C:26]([F:29])([F:28])[F:27])[C:19]([F:22])([F:21])[F:20])([O-])=O.CO.[H][H], predict the reaction product. The product is: [F:38][C:14]([F:39])([O:13][C:5]1[CH:6]=[C:7]([NH2:10])[CH:8]=[CH:9][C:4]=1[NH2:1])[CH:15]([F:37])[O:16][C:17]([F:35])([F:36])[C:18]([F:34])([O:23][C:24]([F:32])([F:33])[C:25]([F:30])([F:31])[C:26]([F:28])([F:27])[F:29])[C:19]([F:22])([F:21])[F:20]. (3) Given the reactants [CH3:1][NH:2][CH2:3][CH2:4][OH:5].[Cl:6][C:7]1[CH:12]=[C:11]([Cl:13])[CH:10]=[CH:9][C:8]=1[C:14]1[C:15]([NH:33][C:34](=[O:37])[CH2:35]Br)=[CH:16][N:17]([CH2:19][CH2:20][CH2:21][N:22]2[C:26](=[O:27])[C:25]3[CH:28]=[CH:29][CH:30]=[CH:31][C:24]=3[C:23]2=[O:32])[CH:18]=1, predict the reaction product. The product is: [Cl:6][C:7]1[CH:12]=[C:11]([Cl:13])[CH:10]=[CH:9][C:8]=1[C:14]1[C:15]([NH:33][C:34](=[O:37])[CH2:35][N:2]([CH2:3][CH2:4][OH:5])[CH3:1])=[CH:16][N:17]([CH2:19][CH2:20][CH2:21][N:22]2[C:26](=[O:27])[C:25]3[CH:28]=[CH:29][CH:30]=[CH:31][C:24]=3[C:23]2=[O:32])[CH:18]=1. (4) Given the reactants [C:1]([O:5][C:6]([N:8]1[CH2:13][CH2:12][CH:11]([CH:14]([C:29]([O:31][CH2:32][CH3:33])=[O:30])[N:15]2[CH2:20][CH:19]=[C:18](OS(C(F)(F)F)(=O)=O)[CH2:17][CH2:16]2)[CH2:10][CH2:9]1)=[O:7])([CH3:4])([CH3:3])[CH3:2].[CH3:34][C:35]1([CH3:51])[C:39]([CH3:41])([CH3:40])[O:38][B:37]([B:37]2[O:38][C:39]([CH3:41])([CH3:40])[C:35]([CH3:51])([CH3:34])[O:36]2)[O:36]1.C([O-])(=O)C.[K+], predict the reaction product. The product is: [C:1]([O:5][C:6]([N:8]1[CH2:13][CH2:12][CH:11]([CH:14]([C:29]([O:31][CH2:32][CH3:33])=[O:30])[N:15]2[CH2:20][CH:19]=[C:18]([B:37]3[O:38][C:39]([CH3:41])([CH3:40])[C:35]([CH3:51])([CH3:34])[O:36]3)[CH2:17][CH2:16]2)[CH2:10][CH2:9]1)=[O:7])([CH3:4])([CH3:3])[CH3:2].